Dataset: Forward reaction prediction with 1.9M reactions from USPTO patents (1976-2016). Task: Predict the product of the given reaction. Given the reactants [CH:1]1([CH:7]([OH:27])/[CH:8]=[CH:9]/[C@H:10]2[CH2:14][CH2:13][C:12](=[O:15])[N:11]2[CH2:16][CH2:17][CH2:18][CH2:19][CH2:20][CH2:21][C:22]([O:24]CC)=[O:23])[CH2:6][CH2:5][CH2:4][CH2:3][CH2:2]1.[Li+].[OH-], predict the reaction product. The product is: [CH:1]1([CH:7]([OH:27])/[CH:8]=[CH:9]/[C@H:10]2[CH2:14][CH2:13][C:12](=[O:15])[N:11]2[CH2:16][CH2:17][CH2:18][CH2:19][CH2:20][CH2:21][C:22]([OH:24])=[O:23])[CH2:2][CH2:3][CH2:4][CH2:5][CH2:6]1.